Dataset: Full USPTO retrosynthesis dataset with 1.9M reactions from patents (1976-2016). Task: Predict the reactants needed to synthesize the given product. (1) Given the product [CH2:8]([C:10]1[C:18]2[C:13](=[CH:14][CH:15]=[CH:16][CH:17]=2)[N:12]([C:19]2[N:23]=[C:22]([CH:24]3[CH2:29][CH2:28][N:27]([CH2:31][C@@H:32]4[CH2:36][CH2:35][N:34]([C:37]([O:39][C:40]([CH3:41])([CH3:43])[CH3:42])=[O:38])[CH2:33]4)[CH2:26][CH2:25]3)[O:21][N:20]=2)[N:11]=1)[CH3:9], predict the reactants needed to synthesize it. The reactants are: FC(F)(F)C(O)=O.[CH2:8]([C:10]1[C:18]2[C:13](=[CH:14][CH:15]=[CH:16][CH:17]=2)[N:12]([C:19]2[N:23]=[C:22]([CH:24]3[CH2:29][CH2:28][NH:27][CH2:26][CH2:25]3)[O:21][N:20]=2)[N:11]=1)[CH3:9].I[CH2:31][C@@H:32]1[CH2:36][CH2:35][N:34]([C:37]([O:39][C:40]([CH3:43])([CH3:42])[CH3:41])=[O:38])[CH2:33]1.C(=O)([O-])[O-].[K+].[K+].O. (2) The reactants are: [NH2:1][CH2:2][CH2:3][NH:4][C:5](=[O:7])[CH3:6].C(N(CC)CC)C.[Br:15][C:16]1[C:17](Cl)=[N:18][C:19]([Cl:22])=[N:20][CH:21]=1. Given the product [Br:15][C:16]1[C:17]([NH:1][CH2:2][CH2:3][NH:4][C:5](=[O:7])[CH3:6])=[N:18][C:19]([Cl:22])=[N:20][CH:21]=1, predict the reactants needed to synthesize it. (3) Given the product [Cl:1][C:2]1[C:6]([Cl:7])=[C:5]([CH3:8])[NH:4][C:3]=1[C:9]([NH:11][CH:12]1[CH2:13][CH2:14][N:15]([C:18]2[N:23]=[C:22]([N:24]3[CH2:29][CH2:28][N:27]([CH3:30])[CH2:26][CH2:25]3)[N:21]=[C:20]([C:31]([NH:37][O:35][CH3:36])=[O:33])[CH:19]=2)[CH2:16][CH2:17]1)=[O:10], predict the reactants needed to synthesize it. The reactants are: [Cl:1][C:2]1[C:6]([Cl:7])=[C:5]([CH3:8])[NH:4][C:3]=1[C:9]([NH:11][CH:12]1[CH2:17][CH2:16][N:15]([C:18]2[N:23]=[C:22]([N:24]3[CH2:29][CH2:28][N:27]([CH3:30])[CH2:26][CH2:25]3)[N:21]=[C:20]([C:31]([OH:33])=O)[CH:19]=2)[CH2:14][CH2:13]1)=[O:10].Cl.[O:35]([NH2:37])[CH3:36]. (4) Given the product [CH3:1][C:2]1[CH:3]=[CH:4][C:5]([N+:11]([O-:13])=[O:12])=[C:6]([CH:10]=1)[C:7]#[N:9], predict the reactants needed to synthesize it. The reactants are: [CH3:1][C:2]1[CH:3]=[CH:4][C:5]([N+:11]([O-:13])=[O:12])=[C:6]([CH:10]=1)[C:7]([NH2:9])=O.P(Cl)(Cl)(Cl)=O.N. (5) The reactants are: C([O:3][C:4](=[O:30])[CH:5]([N:12]1[C:16]2[CH:17]=[C:18]([F:22])[C:19]([F:21])=[CH:20][C:15]=2[N:14]=[C:13]1[C:23]1[CH:28]=[CH:27][C:26]([Cl:29])=[CH:25][CH:24]=1)[CH:6]1[CH2:11][CH2:10][CH2:9][CH2:8][CH2:7]1)C.O.[OH-].[Li+]. Given the product [Cl:29][C:26]1[CH:27]=[CH:28][C:23]([C:13]2[N:12]([CH:5]([CH:6]3[CH2:7][CH2:8][CH2:9][CH2:10][CH2:11]3)[C:4]([OH:30])=[O:3])[C:16]3[CH:17]=[C:18]([F:22])[C:19]([F:21])=[CH:20][C:15]=3[N:14]=2)=[CH:24][CH:25]=1, predict the reactants needed to synthesize it.